From a dataset of Catalyst prediction with 721,799 reactions and 888 catalyst types from USPTO. Predict which catalyst facilitates the given reaction. Reactant: [CH3:1][C:2]1[N:3]=[CH:4][C:5]([C:8]([O:10][C:11]([CH3:14])([CH3:13])[CH3:12])=[O:9])=[N:6][CH:7]=1.[CH3:15][N:16]([CH:18]=O)[CH3:17].COC(OC)N(C)C. Product: [CH3:15][N:16]([CH3:18])/[CH:17]=[CH:1]/[C:2]1[N:3]=[CH:4][C:5]([C:8]([O:10][C:11]([CH3:14])([CH3:13])[CH3:12])=[O:9])=[N:6][CH:7]=1. The catalyst class is: 25.